Dataset: Reaction yield outcomes from USPTO patents with 853,638 reactions. Task: Predict the reaction yield, written as a fraction of the theoretical maximum amount of product (1.0 means a 100% yield; for example, 0.34 means a 34% yield). (1) The reactants are [N:1]1[C:2]([NH2:10])=[N:3][N:4]2[CH:9]=[CH:8][N:7]=[CH:6][C:5]=12.[CH3:11][C:12]([O:15][C:16](O[C:16]([O:15][C:12]([CH3:14])([CH3:13])[CH3:11])=[O:17])=[O:17])([CH3:14])[CH3:13].[Li+].C[Si]([N-][Si](C)(C)C)(C)C. The catalyst is C1COCC1. The product is [C:12]([O:15][C:16](=[O:17])[NH:10][C:2]1[N:1]=[C:5]2[CH:6]=[N:7][CH:8]=[CH:9][N:4]2[N:3]=1)([CH3:14])([CH3:13])[CH3:11]. The yield is 0.530. (2) The reactants are Cl[CH2:2][C:3]1[N:12]([C:13]2[CH:18]=[CH:17][CH:16]=[CH:15][C:14]=2[Cl:19])[C:11](=[O:20])[C:10]2[C:5](=[CH:6][CH:7]=[C:8]([F:21])[CH:9]=2)[N:4]=1.O.[SH:23][C:24]1[N:32]=[CH:31][N:30]=[C:29]2[C:25]=1[NH:26][CH:27]=[N:28]2.C([O-])([O-])=O.[K+].[K+]. The catalyst is CN(C=O)C. The product is [Cl:19][C:14]1[CH:15]=[CH:16][CH:17]=[CH:18][C:13]=1[N:12]1[C:11](=[O:20])[C:10]2[C:5](=[CH:6][CH:7]=[C:8]([F:21])[CH:9]=2)[N:4]=[C:3]1[CH2:2][S:23][C:24]1[N:32]=[CH:31][N:30]=[C:29]2[C:25]=1[N:26]=[CH:27][NH:28]2. The yield is 0.640. (3) The catalyst is C(OCC)(=O)C. The yield is 0.412. The product is [Cl:1][C:2]1[CH:3]=[C:4]([C:17]2[O:33][N:32]=[C:26]([C:27]([O:29][CH2:30][CH3:31])=[O:28])[CH:18]=2)[CH:5]=[C:6]2[C:10]=1[C:9](=[O:11])[N:8]([C@H:12]([CH:14]1[CH2:16][CH2:15]1)[CH3:13])[CH2:7]2. The reactants are [Cl:1][C:2]1[CH:3]=[C:4]([C:17]#[CH:18])[CH:5]=[C:6]2[C:10]=1[C:9](=[O:11])[N:8]([C@H:12]([CH:14]1[CH2:16][CH2:15]1)[CH3:13])[CH2:7]2.C(=O)([O-])O.[K+].O.Cl[C:26](=[N:32][OH:33])[C:27]([O:29][CH2:30][CH3:31])=[O:28]. (4) The reactants are Br[C:2]1[CH:10]=[C:9]2[C:5]([CH:6]=[CH:7][NH:8]2)=[CH:4][CH:3]=1.[NH:11]1[CH2:15][CH2:14][CH2:13][CH2:12]1.C(=O)([O-])[O-].[Cs+].[Cs+].N1CCC[C@H]1C(O)=O. The catalyst is CS(C)=O.[Cu]I. The product is [N:11]1([C:2]2[CH:10]=[C:9]3[C:5]([CH:6]=[CH:7][NH:8]3)=[CH:4][CH:3]=2)[CH2:15][CH2:14][CH2:13][CH2:12]1. The yield is 0.470. (5) The reactants are [Cl:1][C:2]1[CH:3]=[C:4]([CH:27]=[CH:28][C:29]=1[O:30][CH2:31][C:32]1[CH:37]=[CH:36][CH:35]=[C:34]([F:38])[CH:33]=1)[NH:5][C:6]1[C:15]2[C:10](=[CH:11][C:12]([O:22][CH2:23][CH2:24][CH2:25]Cl)=[CH:13][C:14]=2[O:16][CH:17]2[CH2:21][CH2:20][O:19][CH2:18]2)[N:9]=[CH:8][N:7]=1.[NH:39]1[CH2:44][CH2:43][O:42][CH2:41][CH2:40]1. No catalyst specified. The product is [Cl:1][C:2]1[CH:3]=[C:4]([CH:27]=[CH:28][C:29]=1[O:30][CH2:31][C:32]1[CH:37]=[CH:36][CH:35]=[C:34]([F:38])[CH:33]=1)[NH:5][C:6]1[C:15]2[C:10](=[CH:11][C:12]([O:22][CH2:23][CH2:24][CH2:25][N:39]3[CH2:44][CH2:43][O:42][CH2:41][CH2:40]3)=[CH:13][C:14]=2[O:16][CH:17]2[CH2:21][CH2:20][O:19][CH2:18]2)[N:9]=[CH:8][N:7]=1. The yield is 0.140. (6) The reactants are [CH3:1][O:2][C:3]([C:5]1([C:8]2[CH:13]=[C:12]([I:14])[C:11]([OH:15])=[C:10]([I:16])[CH:9]=2)[CH2:7][CH2:6]1)=[O:4].Cl[CH2:18][C:19]([CH3:21])=[CH2:20].C([O-])([O-])=O.[K+].[K+]. The catalyst is CC(C)=O.[Na+].[I-]. The product is [CH3:1][O:2][C:3]([C:5]1([C:8]2[CH:9]=[C:10]([I:16])[C:11]([O:15][CH2:20][C:19]([CH3:21])=[CH2:18])=[C:12]([I:14])[CH:13]=2)[CH2:7][CH2:6]1)=[O:4]. The yield is 0.970. (7) The reactants are [NH2:1][C:2]1[N:7]([CH3:8])[C:6](=[O:9])[NH:5][C:4](=[O:10])[CH:3]=1.CO[CH:13](OC)[N:14]([CH3:16])[CH3:15].Cl[CH2:20][C:21]1[CH:26]=[CH:25][C:24]([O:27][CH3:28])=[CH:23][CH:22]=1.C(=O)([O-])[O-].[K+].[K+]. The catalyst is CN(C=O)C.C(OCC)(=O)C. The product is [CH3:28][O:27][C:24]1[CH:25]=[CH:26][C:21]([CH2:20][N:5]2[C:4](=[O:10])[CH:3]=[C:2](/[N:1]=[CH:16]/[N:14]([CH3:13])[CH3:15])[N:7]([CH3:8])[C:6]2=[O:9])=[CH:22][CH:23]=1. The yield is 0.265. (8) The reactants are [CH3:1][O:2][C:3]([C:5]1[S:6][C:7]([Br:11])=[CH:8][C:9]=1[NH2:10])=[O:4].[CH3:12][C:13]1([CH3:20])[O:18][CH2:17][C:16](=O)[CH2:15][O:14]1.C([Sn](Cl)(Cl)CCCC)CCC.C1([SiH3])C=CC=CC=1. The catalyst is C1COCC1.C(OCC)(=O)C. The product is [CH3:1][O:2][C:3]([C:5]1[S:6][C:7]([Br:11])=[CH:8][C:9]=1[NH:10][CH:16]1[CH2:17][O:18][C:13]([CH3:20])([CH3:12])[O:14][CH2:15]1)=[O:4]. The yield is 0.290. (9) The reactants are [F:1][C:2]1[CH:7]=[CH:6][C:5]([C:8]2[CH:17]=[CH:16][C:15]3[C:10](=[CH:11][CH:12]=[C:13]([O:18][CH3:19])[CH:14]=3)[C:9]=2[C:20]([C:22]2[CH:27]=[CH:26][C:25]([O:28][CH2:29][CH2:30][N:31]3[CH2:36][CH2:35][CH2:34][CH2:33][CH2:32]3)=[CH:24][CH:23]=2)=O)=[C:4]([S:37]C)[CH:3]=1.[H-].[Al+3].[Li+].[H-].[H-].[H-].[Cl-].[NH4+].C(N(C(C)C)CC)(C)C.CS(Cl)(=O)=O.C(=O)(O)[O-].[Na+]. The catalyst is C1COCC1. The product is [F:1][C:2]1[CH:3]=[C:4]2[C:5](=[CH:6][CH:7]=1)[C:8]1[C:9](=[C:10]3[C:15](=[CH:16][CH:17]=1)[CH:14]=[C:13]([O:18][CH3:19])[CH:12]=[CH:11]3)[CH:20]([C:22]1[CH:27]=[CH:26][C:25]([O:28][CH2:29][CH2:30][N:31]3[CH2:32][CH2:33][CH2:34][CH2:35][CH2:36]3)=[CH:24][CH:23]=1)[S:37]2. The yield is 0.440.